This data is from Reaction yield outcomes from USPTO patents with 853,638 reactions. The task is: Predict the reaction yield, written as a fraction of the theoretical maximum amount of product (1.0 means a 100% yield; for example, 0.34 means a 34% yield). (1) The reactants are [Br:1][C:2]1[S:3][CH:4]=[CH:5][C:6]=1C(O)=O.C([N:12]([CH2:15]C)CC)C.[Cl:17][C:18]1[CH:23]=[CH:22][CH:21]=[CH:20][C:19]=1[CH:24]([OH:26])[CH3:25].C1(P(N=[N+]=[N-])(C2C=CC=CC=2)=[O:34])C=CC=CC=1. The catalyst is C1(C)C=CC=CC=1.O. The product is [Br:1][C:2]1[S:3][CH:4]=[CH:5][C:6]=1[NH:12][C:15](=[O:34])[O:26][CH:24]([C:19]1[CH:20]=[CH:21][CH:22]=[CH:23][C:18]=1[Cl:17])[CH3:25]. The yield is 0.880. (2) The reactants are C(O[C:4](=[O:22])[C:5](=[CH:11][NH:12][C:13]1[CH:18]=[C:17]([O:19][CH3:20])[CH:16]=[CH:15][C:14]=1[Br:21])[C:6]([O:8][CH2:9][CH3:10])=[O:7])C.C(=O)(O)[O-].[Na+]. The catalyst is C(O)C. The product is [CH2:9]([O:8][C:6]([C:5]1[C:4](=[O:22])[C:18]2[C:13](=[C:14]([Br:21])[CH:15]=[CH:16][C:17]=2[O:19][CH3:20])[NH:12][CH:11]=1)=[O:7])[CH3:10]. The yield is 0.300. (3) The reactants are Br[C:2]1[CH:3]=[C:4]2[C:9](=[C:10]([O:12][CH3:13])[CH:11]=1)[N:8]=[C:7]([C:14]1[CH:15]=[N:16][CH:17]=[CH:18][CH:19]=1)[N:6]=[C:5]2[NH:20][CH3:21].[F:22][C:23]1[C:28]2[CH:29]=[CH:30][O:31][C:27]=2[C:26](B(O)O)=[CH:25][CH:24]=1.[O-]P([O-])([O-])=O.[K+].[K+].[K+]. The catalyst is O1CCOCC1.O. The product is [F:22][C:23]1[C:28]2[CH:29]=[CH:30][O:31][C:27]=2[C:26]([C:2]2[CH:3]=[C:4]3[C:9](=[C:10]([O:12][CH3:13])[CH:11]=2)[N:8]=[C:7]([C:14]2[CH:15]=[N:16][CH:17]=[CH:18][CH:19]=2)[N:6]=[C:5]3[NH:20][CH3:21])=[CH:25][CH:24]=1. The yield is 0.150. (4) The reactants are [OH-].[NH4+:2].[CH2:3]([N:7]([CH2:10][CH3:11])[CH2:8][CH3:9])[CH:4]1[O:6][CH2:5]1. No catalyst specified. The product is [NH2:2][CH2:5][CH:4]([OH:6])[CH2:3][N:7]([CH2:10][CH3:11])[CH2:8][CH3:9]. The yield is 0.920. (5) The reactants are [OH:1][C@H:2]1[C@@H:6]([OH:7])[C@H:5]([N:8]2[CH:13]=[CH:12][C:11](=[O:14])[N:10]([CH2:15][C:16]3[CH:21]=[CH:20][C:19]([O:22][CH3:23])=[CH:18][CH:17]=3)[C:9]2=[O:24])[O:4][CH:3]1[C@H:25]([OH:56])[C@@H:26]([C:49]([O:51][C:52]([CH3:55])([CH3:54])[CH3:53])=[O:50])[NH:27][CH2:28][CH2:29][CH2:30][NH:31][C:32](=[O:48])[C@H:33]([C@@H:45]([OH:47])[CH3:46])[NH:34]C(=O)OCC1C=CC=CC=1. The catalyst is CO.[Pd]. The product is [NH2:34][C@@H:33]([C@@H:45]([OH:47])[CH3:46])[C:32]([NH:31][CH2:30][CH2:29][CH2:28][NH:27][C@@H:26]([C@H:25]([CH:3]1[C@@H:2]([OH:1])[C@@H:6]([OH:7])[C@H:5]([N:8]2[CH:13]=[CH:12][C:11](=[O:14])[N:10]([CH2:15][C:16]3[CH:21]=[CH:20][C:19]([O:22][CH3:23])=[CH:18][CH:17]=3)[C:9]2=[O:24])[O:4]1)[OH:56])[C:49]([O:51][C:52]([CH3:53])([CH3:54])[CH3:55])=[O:50])=[O:48]. The yield is 0.920.